From a dataset of Forward reaction prediction with 1.9M reactions from USPTO patents (1976-2016). Predict the product of the given reaction. (1) The product is: [CH:1]1([C:12]([OH:14])=[O:13])[CH2:6][CH2:5][CH:4]([C:7]([OH:18])=[O:8])[CH:3]([C:10]([OH:9])=[O:11])[CH2:2]1. Given the reactants [CH:1]1([C:12]([OH:14])=[O:13])[CH2:6][CH2:5][CH:4]2[C:7]([O:9][C:10](=[O:11])[CH:3]2[CH2:2]1)=[O:8].C([OH:18])CC, predict the reaction product. (2) Given the reactants [O:1]([CH2:19][C:20]1([CH2:28][N:29]2[CH:33]=[C:32]([CH:34]=C)[N:31]=[C:30]2[N+:36]([O-:38])=[O:37])[CH2:25][O:24][C:23]([CH3:27])([CH3:26])[O:22][CH2:21]1)[Si:2]([C:15]([CH3:18])([CH3:17])[CH3:16])([C:9]1[CH:14]=[CH:13][CH:12]=[CH:11][CH:10]=1)[C:3]1[CH:8]=[CH:7][CH:6]=[CH:5][CH:4]=1.I([O-])(=O)=[O:40].[Na+], predict the reaction product. The product is: [O:1]([CH2:19][C:20]1([CH2:28][N:29]2[CH:33]=[C:32]([CH:34]=[O:40])[N:31]=[C:30]2[N+:36]([O-:38])=[O:37])[CH2:25][O:24][C:23]([CH3:27])([CH3:26])[O:22][CH2:21]1)[Si:2]([C:15]([CH3:16])([CH3:18])[CH3:17])([C:9]1[CH:14]=[CH:13][CH:12]=[CH:11][CH:10]=1)[C:3]1[CH:8]=[CH:7][CH:6]=[CH:5][CH:4]=1. (3) Given the reactants [CH2:1]([O:8][C:9]1[CH:16]=[CH:15][C:12]([CH2:13]Cl)=[CH:11][CH:10]=1)[C:2]1[CH:7]=[CH:6][CH:5]=[CH:4][CH:3]=1.[S:17]([O-:20])([O-:19])=[O:18].[Na+:21].[Na+].COC(C)(C)C, predict the reaction product. The product is: [Na+:21].[CH2:1]([O:8][C:9]1[CH:16]=[CH:15][C:12]([CH2:13][S:17]([O-:20])(=[O:19])=[O:18])=[CH:11][CH:10]=1)[C:2]1[CH:7]=[CH:6][CH:5]=[CH:4][CH:3]=1. (4) Given the reactants [CH2:1]([C:3]1[S:7][C:6]([CH:8]=[O:9])=[CH:5][CH:4]=1)[CH3:2].[Cl:10]N1C(=O)CCC1=O.O, predict the reaction product. The product is: [Cl:10][C:4]1[CH:5]=[C:6]([CH:8]=[O:9])[S:7][C:3]=1[CH2:1][CH3:2]. (5) Given the reactants Cl.[CH2:2]([N:9]1[CH2:14][CH2:13][C:12]([C:16]2[CH:21]=[CH:20][C:19](Br)=[CH:18][CH:17]=2)(O)[CH2:11][CH2:10]1)[C:3]1[CH:8]=[CH:7][CH:6]=[CH:5][CH:4]=1.[NH4+:23].[OH-], predict the reaction product. The product is: [C:3]1([CH2:2][N:9]2[CH2:14][CH:13]=[C:12]([C:16]3[CH:21]=[CH:20][C:19]([NH2:23])=[CH:18][CH:17]=3)[CH2:11][CH2:10]2)[CH:8]=[CH:7][CH:6]=[CH:5][CH:4]=1. (6) The product is: [F:14][C:10]1[CH:9]=[C:8]([C:7]2[N:6]=[C:5]([NH2:15])[CH:4]=[N:3][C:2]=2[C:24]2[CH:29]=[CH:28][N:27]=[CH:26][CH:25]=2)[CH:13]=[CH:12][CH:11]=1. Given the reactants Br[C:2]1[N:3]=[CH:4][C:5]([NH2:15])=[N:6][C:7]=1[C:8]1[CH:13]=[CH:12][CH:11]=[C:10]([F:14])[CH:9]=1.CC1(C)C(C)(C)OB([C:24]2[CH:29]=[CH:28][N:27]=[CH:26][CH:25]=2)O1.C(=O)([O-])[O-].[Cs+].[Cs+], predict the reaction product. (7) Given the reactants [N:1]1([C:6]2[N:11]=[C:10]([C:12]3[CH:13]=[C:14]([CH:16]=[CH:17][CH:18]=3)[NH2:15])[CH:9]=[CH:8][CH:7]=2)[CH2:5][CH2:4][CH2:3][CH2:2]1.[Cl:19][C:20]1[CH:25]=[CH:24][C:23]([N:26]=[C:27]=[O:28])=[CH:22][CH:21]=1, predict the reaction product. The product is: [Cl:19][C:20]1[CH:25]=[CH:24][C:23]([NH:26][C:27]([NH:15][C:14]2[CH:16]=[CH:17][CH:18]=[C:12]([C:10]3[CH:9]=[CH:8][CH:7]=[C:6]([N:1]4[CH2:5][CH2:4][CH2:3][CH2:2]4)[N:11]=3)[CH:13]=2)=[O:28])=[CH:22][CH:21]=1.